This data is from Forward reaction prediction with 1.9M reactions from USPTO patents (1976-2016). The task is: Predict the product of the given reaction. (1) Given the reactants [Cl:1][C:2]1[CH:3]=[CH:4][C:5]([OH:9])=[C:6]([CH:8]=1)[NH2:7].[F:10][C:11]([F:22])([F:21])[C:12]1[CH:17]=[CH:16][CH:15]=[CH:14][C:13]=1[N:18]=[C:19]=[O:20], predict the reaction product. The product is: [Cl:1][C:2]1[CH:3]=[CH:4][C:5]([OH:9])=[C:6]([NH:7][C:19]([NH:18][C:13]2[CH:14]=[CH:15][CH:16]=[CH:17][C:12]=2[C:11]([F:10])([F:21])[F:22])=[O:20])[CH:8]=1. (2) Given the reactants C1(OCCOC2C=CC(O)=CC=2)CC1.C(C1OC1)Cl.[CH2:20]([O:23][CH2:24][CH2:25][O:26][C:27]1[CH:37]=[CH:36][C:30]([O:31][CH2:32][CH:33]2[CH2:35][O:34]2)=[CH:29][CH:28]=1)[CH2:21][CH3:22], predict the reaction product. The product is: [CH:20]1([O:23][CH2:24][CH2:25][O:26][C:27]2[CH:37]=[CH:36][C:30]([O:31][CH2:32][CH:33]3[CH2:35][O:34]3)=[CH:29][CH:28]=2)[CH2:22][CH2:21]1.